The task is: Predict the product of the given reaction.. This data is from Forward reaction prediction with 1.9M reactions from USPTO patents (1976-2016). (1) Given the reactants [NH2:1][C:2]1[N:7]=[C:6](Cl)[C:5]([C:9]#[N:10])=[C:4]([C:11]2[CH:16]=[CH:15][CH:14]=[CH:13][CH:12]=2)[N:3]=1.[CH:17]([OH:20])([CH3:19])[CH3:18].C1CCN2C(=NCCC2)CC1, predict the reaction product. The product is: [NH2:1][C:2]1[N:7]=[C:6]([O:20][CH:17]([CH3:19])[CH3:18])[C:5]([C:9]#[N:10])=[C:4]([C:11]2[CH:16]=[CH:15][CH:14]=[CH:13][CH:12]=2)[N:3]=1. (2) Given the reactants O[Li].O.[CH2:4]([O:11][N:12]([C@H:25]1[CH2:30][N:29]([C:31]([O:33][C:34]([CH3:37])([CH3:36])[CH3:35])=[O:32])[C@H:28]([C:38]([O:40]CC)=[O:39])[CH2:27][CH2:26]1)[S:13]([C:16]1[CH:21]=[CH:20][CH:19]=[CH:18][C:17]=1[N+:22]([O-:24])=[O:23])(=[O:15])=[O:14])[C:5]1[CH:10]=[CH:9][CH:8]=[CH:7][CH:6]=1.Cl, predict the reaction product. The product is: [CH2:4]([O:11][N:12]([C@H:25]1[CH2:30][N:29]([C:31]([O:33][C:34]([CH3:36])([CH3:37])[CH3:35])=[O:32])[C@H:28]([C:38]([OH:40])=[O:39])[CH2:27][CH2:26]1)[S:13]([C:16]1[CH:21]=[CH:20][CH:19]=[CH:18][C:17]=1[N+:22]([O-:24])=[O:23])(=[O:14])=[O:15])[C:5]1[CH:10]=[CH:9][CH:8]=[CH:7][CH:6]=1.